From a dataset of Full USPTO retrosynthesis dataset with 1.9M reactions from patents (1976-2016). Predict the reactants needed to synthesize the given product. (1) Given the product [Cl:25][C:26]1[CH:34]=[C:33]2[C:29]([CH:30]=[C:31]([S:42]([NH:1][C@H:2]3[CH2:6][CH2:5][N:4]([C:7]4[CH:8]=[C:9]5[C:14](=[CH:15][CH:16]=4)[CH2:13][N:12]([C:17]([O:19][C:20]([CH3:21])([CH3:23])[CH3:22])=[O:18])[CH2:11][CH2:10]5)[C:3]3=[O:24])(=[O:43])=[O:44])[N:32]2[C:35]([O:37][C:38]([CH3:39])([CH3:40])[CH3:41])=[O:36])=[CH:28][CH:27]=1, predict the reactants needed to synthesize it. The reactants are: [NH2:1][C@H:2]1[CH2:6][CH2:5][N:4]([C:7]2[CH:8]=[C:9]3[C:14](=[CH:15][CH:16]=2)[CH2:13][N:12]([C:17]([O:19][C:20]([CH3:23])([CH3:22])[CH3:21])=[O:18])[CH2:11][CH2:10]3)[C:3]1=[O:24].[Cl:25][C:26]1[CH:34]=[C:33]2[C:29]([CH:30]=[C:31]([S:42](Cl)(=[O:44])=[O:43])[N:32]2[C:35]([O:37][C:38]([CH3:41])([CH3:40])[CH3:39])=[O:36])=[CH:28][CH:27]=1. (2) Given the product [CH3:1][C:2]1[CH:3]=[CH:4][C:5]([CH:8]2[NH:9][CH2:10][CH2:11][N:12]([C:15]3[C:24]4[C:19](=[CH:20][C:21]([O:27][CH3:28])=[C:22]([O:25][CH3:26])[CH:23]=4)[N:18]=[CH:17][N:16]=3)[CH2:13]2)=[CH:6][CH:7]=1, predict the reactants needed to synthesize it. The reactants are: [CH3:1][C:2]1[CH:7]=[CH:6][C:5]([CH:8]2[CH2:13][NH:12][CH2:11][CH2:10][NH:9]2)=[CH:4][CH:3]=1.Cl[C:15]1[C:24]2[C:19](=[CH:20][C:21]([O:27][CH3:28])=[C:22]([O:25][CH3:26])[CH:23]=2)[N:18]=[CH:17][N:16]=1. (3) The reactants are: [CH3:1][C:2]([C:4]1[CH:9]=[C:8]([O:10][CH2:11][C:12]([F:15])([F:14])[F:13])[CH:7]=[CH:6][C:5]=1[O:16][CH2:17][C:18]([F:21])([F:20])[F:19])=[O:3].[CH:22](=O)[C:23]1[C:24]([O:29][CH3:30])=[CH:25][CH:26]=[CH:27][CH:28]=1. Given the product [F:21][C:18]([F:19])([F:20])[CH2:17][O:16][C:5]1[CH:6]=[CH:7][C:8]([O:10][CH2:11][C:12]([F:13])([F:14])[F:15])=[CH:9][C:4]=1[C:2](=[O:3])[CH:1]=[CH:22][C:23]1[CH:28]=[CH:27][CH:26]=[CH:25][C:24]=1[O:29][CH3:30], predict the reactants needed to synthesize it.